Dataset: Forward reaction prediction with 1.9M reactions from USPTO patents (1976-2016). Task: Predict the product of the given reaction. (1) Given the reactants C(OC([NH:11][C@H:12]1[CH2:17][CH2:16][N:15]([C:18]2[S:19][CH:20]=[C:21]([CH2:23][C:24]([O:26][CH2:27][CH3:28])=[O:25])[N:22]=2)[CH2:14][C@H:13]1[O:29][CH3:30])=O)C1C=CC=CC=1.C([O-])=O.[NH4+], predict the reaction product. The product is: [NH2:11][C@H:12]1[CH2:17][CH2:16][N:15]([C:18]2[S:19][CH:20]=[C:21]([CH2:23][C:24]([O:26][CH2:27][CH3:28])=[O:25])[N:22]=2)[CH2:14][C@H:13]1[O:29][CH3:30]. (2) Given the reactants [Cl:1][C:2]1[CH:7]=[CH:6][C:5]([C:8]2[C:14]3[CH:15]=[CH:16][CH:17]=[CH:18][C:13]=3[N:12]3[C:19]([CH3:22])=[N:20][N:21]=[C:11]3[CH:10]([CH2:23][C:24]([OH:26])=O)[CH:9]=2)=[CH:4][CH:3]=1.Cl.CN(C)CCCN=C=NCC.O.ON1C2C=CC=CC=2N=N1.[CH:50]1([C:53]([NH:55][NH2:56])=[O:54])[CH2:52][CH2:51]1.C(=O)(O)[O-].[Na+], predict the reaction product. The product is: [Cl:1][C:2]1[CH:3]=[CH:4][C:5]([C:8]2[C:14]3[CH:15]=[CH:16][CH:17]=[CH:18][C:13]=3[N:12]3[C:19]([CH3:22])=[N:20][N:21]=[C:11]3[CH:10]([CH2:23][C:24]([NH:56][NH:55][C:53]([CH:50]3[CH2:52][CH2:51]3)=[O:54])=[O:26])[CH:9]=2)=[CH:6][CH:7]=1. (3) Given the reactants [NH2:1][CH:2]1[CH2:7][CH2:6][N:5]([C:8]([N:10]2[C@@:14]([C:16]3[CH:21]=[CH:20][C:19]([Cl:22])=[CH:18][CH:17]=3)([CH3:15])[C@@:13]([C:24]3[CH:29]=[CH:28][C:27]([Cl:30])=[CH:26][CH:25]=3)([CH3:23])[N:12]=[C:11]2[C:31]2[CH:32]=[N:33][C:34]([C:40]([CH3:43])([CH3:42])[CH3:41])=[CH:35][C:36]=2[O:37][CH2:38][CH3:39])=[O:9])[CH2:4][CH2:3]1.[CH2:44]([N:46]=[C:47]=[O:48])[CH3:45], predict the reaction product. The product is: [C:40]([C:34]1[N:33]=[CH:32][C:31]([C:11]2[N:10]([C:8]([N:5]3[CH2:4][CH2:3][CH:2]([NH:1][C:47]([NH:46][CH2:44][CH3:45])=[O:48])[CH2:7][CH2:6]3)=[O:9])[C@@:14]([C:16]3[CH:21]=[CH:20][C:19]([Cl:22])=[CH:18][CH:17]=3)([CH3:15])[C@@:13]([C:24]3[CH:29]=[CH:28][C:27]([Cl:30])=[CH:26][CH:25]=3)([CH3:23])[N:12]=2)=[C:36]([O:37][CH2:38][CH3:39])[CH:35]=1)([CH3:42])([CH3:41])[CH3:43]. (4) Given the reactants [CH3:1][C:2]1[CH:6]=[C:5]([NH2:7])[N:4]([C:8]2[CH:13]=[CH:12][CH:11]=[CH:10][N:9]=2)[N:3]=1.I[C:15]1[CH:23]=[CH:22][CH:21]=[CH:20][C:16]=1[C:17]([OH:19])=[O:18].C(=O)([O-])[O-].[K+].[K+].O, predict the reaction product. The product is: [CH3:1][C:2]1[CH:6]=[C:5]([NH:7][C:15]2[CH:23]=[CH:22][CH:21]=[CH:20][C:16]=2[C:17]([OH:19])=[O:18])[N:4]([C:8]2[CH:13]=[CH:12][CH:11]=[CH:10][N:9]=2)[N:3]=1. (5) Given the reactants C[O:2][C:3](=[O:16])[C:4]1[CH:9]=[C:8]([O:10][CH3:11])[C:7]([OH:12])=[C:6]([CH2:13][CH:14]=[CH2:15])[CH:5]=1.[Li+].[OH-].[OH-].[Na+], predict the reaction product. The product is: [CH2:13]([C:6]1[CH:5]=[C:4]([CH:9]=[C:8]([O:10][CH3:11])[C:7]=1[OH:12])[C:3]([OH:16])=[O:2])[CH:14]=[CH2:15]. (6) Given the reactants [Cl:1][C:2]1[C:18]([Cl:19])=[CH:17][C:5]2[N:6]=[C:7]([C:9]3[CH:14]=[CH:13][C:12]([CH:15]=[O:16])=[CH:11][CH:10]=3)[NH:8][C:4]=2[CH:3]=1.I[CH3:21], predict the reaction product. The product is: [Cl:19][C:18]1[C:2]([Cl:1])=[CH:3][C:4]2[N:8]([CH3:21])[C:7]([C:9]3[CH:10]=[CH:11][C:12]([CH:15]=[O:16])=[CH:13][CH:14]=3)=[N:6][C:5]=2[CH:17]=1. (7) Given the reactants [C:1]([C:3]1[C:4]([O:14][CH2:15][CH2:16][CH2:17][NH:18]C(=O)OC(C)(C)C)=[N:5][C:6]([S:11][CH2:12][CH3:13])=[N:7][C:8]=1[S:9][CH3:10])#[N:2].C(O)(C(F)(F)F)=[O:27].OS(O)(=O)=O, predict the reaction product. The product is: [NH2:18][CH2:17][CH2:16][CH2:15][O:14][C:4]1[C:3]([C:1]([NH2:2])=[O:27])=[C:8]([S:9][CH3:10])[N:7]=[C:6]([S:11][CH2:12][CH3:13])[N:5]=1. (8) The product is: [OH:19][C:3]1[CH:4]=[CH:5][CH:6]=[C:7]([OH:22])[C:2]=1[NH:1][C:15](=[O:17])[CH3:16]. Given the reactants [NH2:1][C:2]1[CH:7]=[CH:6][CH:5]=[CH:4][CH:3]=1.C(N(CC)CC)C.[C:15](Cl)(=[O:17])[CH3:16].[OH-:19].[Na+].C[OH:22], predict the reaction product. (9) Given the reactants [NH2:1][C@H:2]1[CH2:6][CH2:5][CH2:4][C@H:3]1[NH:7][C:8](=[O:21])[C:9]1[CH:14]=[CH:13][C:12]([C:15]([F:18])([F:17])[F:16])=[CH:11][C:10]=1[CH2:19][CH3:20].[C:22]1(=O)[CH2:26][CH2:25][CH2:24][CH2:23]1, predict the reaction product. The product is: [CH:22]1([NH:1][C@H:2]2[CH2:6][CH2:5][CH2:4][C@H:3]2[NH:7][C:8](=[O:21])[C:9]2[CH:14]=[CH:13][C:12]([C:15]([F:17])([F:18])[F:16])=[CH:11][C:10]=2[CH2:19][CH3:20])[CH2:26][CH2:25][CH2:24][CH2:23]1. (10) Given the reactants [CH:1]([O:4][C:5]([N:7]1[CH2:12][CH2:11][CH:10]([CH2:13][OH:14])[CH2:9][CH2:8]1)=[O:6])([CH3:3])[CH3:2].[H-].[Na+].[Br:17][C:18]1[CH:23]=[CH:22][N:21]=[C:20](Cl)[CH:19]=1, predict the reaction product. The product is: [CH:1]([O:4][C:5]([N:7]1[CH2:12][CH2:11][CH:10]([CH2:13][O:14][C:20]2[CH:19]=[C:18]([Br:17])[CH:23]=[CH:22][N:21]=2)[CH2:9][CH2:8]1)=[O:6])([CH3:3])[CH3:2].